From a dataset of NCI-60 drug combinations with 297,098 pairs across 59 cell lines. Regression. Given two drug SMILES strings and cell line genomic features, predict the synergy score measuring deviation from expected non-interaction effect. (1) Drug 1: C1C(C(OC1N2C=NC(=NC2=O)N)CO)O. Drug 2: N.N.Cl[Pt+2]Cl. Cell line: CCRF-CEM. Synergy scores: CSS=82.4, Synergy_ZIP=-0.0100, Synergy_Bliss=-0.562, Synergy_Loewe=5.47, Synergy_HSA=7.03. (2) Drug 1: CN(C)C1=NC(=NC(=N1)N(C)C)N(C)C. Drug 2: C1=CC=C(C(=C1)C(C2=CC=C(C=C2)Cl)C(Cl)Cl)Cl. Cell line: 786-0. Synergy scores: CSS=-2.27, Synergy_ZIP=0.977, Synergy_Bliss=0.246, Synergy_Loewe=-2.40, Synergy_HSA=-2.59. (3) Synergy scores: CSS=1.09, Synergy_ZIP=0.679, Synergy_Bliss=5.88, Synergy_Loewe=-3.40, Synergy_HSA=-1.13. Drug 2: CN(CCCl)CCCl.Cl. Cell line: NCI/ADR-RES. Drug 1: CC1C(C(CC(O1)OC2CC(OC(C2O)C)OC3=CC4=CC5=C(C(=O)C(C(C5)C(C(=O)C(C(C)O)O)OC)OC6CC(C(C(O6)C)O)OC7CC(C(C(O7)C)O)OC8CC(C(C(O8)C)O)(C)O)C(=C4C(=C3C)O)O)O)O. (4) Drug 1: CC1=C(C(CCC1)(C)C)C=CC(=CC=CC(=CC(=O)O)C)C. Drug 2: CN1C2=C(C=C(C=C2)N(CCCl)CCCl)N=C1CCCC(=O)O.Cl. Cell line: PC-3. Synergy scores: CSS=-1.68, Synergy_ZIP=2.29, Synergy_Bliss=3.40, Synergy_Loewe=0.949, Synergy_HSA=0.114. (5) Drug 1: C1=CN(C(=O)N=C1N)C2C(C(C(O2)CO)O)O.Cl. Drug 2: CN1C(=O)N2C=NC(=C2N=N1)C(=O)N. Cell line: SNB-19. Synergy scores: CSS=26.9, Synergy_ZIP=1.76, Synergy_Bliss=1.30, Synergy_Loewe=-25.8, Synergy_HSA=0.162. (6) Drug 1: CN1C(=O)N2C=NC(=C2N=N1)C(=O)N. Drug 2: C1CC(CCC1OC2=C(C(=CC=C2)Cl)F)(CC3=NC(=CC=C3)NC4=NC=CS4)C(=O)O. Cell line: OVCAR3. Synergy scores: CSS=8.08, Synergy_ZIP=0.206, Synergy_Bliss=3.75, Synergy_Loewe=-15.3, Synergy_HSA=-0.477. (7) Drug 1: CN1C(=O)N2C=NC(=C2N=N1)C(=O)N. Drug 2: CCCCCOC(=O)NC1=NC(=O)N(C=C1F)C2C(C(C(O2)C)O)O. Cell line: NCI-H522. Synergy scores: CSS=-1.86, Synergy_ZIP=1.40, Synergy_Bliss=2.42, Synergy_Loewe=-2.47, Synergy_HSA=-1.96.